Task: Predict the reaction yield, written as a fraction of the theoretical maximum amount of product (1.0 means a 100% yield; for example, 0.34 means a 34% yield).. Dataset: Reaction yield outcomes from USPTO patents with 853,638 reactions (1) The reactants are Cl[C:2]1[C:11]2[C:6](=[CH:7][C:8]([O:14][CH3:15])=[C:9]([O:12][CH3:13])[CH:10]=2)[N:5]=[CH:4][N:3]=1.[F:16][C:17]1[CH:22]=[C:21]([N+:23]([O-:25])=[O:24])[CH:20]=[CH:19][C:18]=1[NH2:26].Cl. The catalyst is C(C#N)(C)=O. The product is [CH3:13][O:12][C:9]1[CH:10]=[C:11]2[C:6](=[CH:7][C:8]=1[O:14][CH3:15])[N:5]=[CH:4][N:3]=[C:2]2[NH:26][C:18]1[CH:19]=[CH:20][C:21]([N+:23]([O-:25])=[O:24])=[CH:22][C:17]=1[F:16]. The yield is 0.800. (2) The reactants are [CH2:1]([C@H:8]([NH:27][C:28](=[O:34])[O:29][C:30]([CH3:33])([CH3:32])[CH3:31])[C@@H:9]([OH:26])[CH2:10][N:11]([CH2:13][C:14]1[CH:19]=[CH:18][C:17]([C:20]2[CH:25]=[CH:24][CH:23]=[CH:22][N:21]=2)=[CH:16][CH:15]=1)[NH2:12])[C:2]1[CH:7]=[CH:6][CH:5]=[CH:4][CH:3]=1.F[B-](F)(F)F.[O:40]=C1C=CC=CN1OC(N(C)C)=[N+](C)C.C(N(C(C)C)CC)(C)C.[CH3:64][O:65][C:66]([NH:68][C@H:69]([C@@H:74]([CH3:77])[CH2:75][CH3:76])[CH2:70]C(O)=O)=[O:67]. The catalyst is ClCCl. The product is [CH2:1]([C@H:8]([NH:27][C:28](=[O:34])[O:29][C:30]([CH3:31])([CH3:33])[CH3:32])[C@@H:9]([OH:26])[CH2:10][N:11]([CH2:13][C:14]1[CH:19]=[CH:18][C:17]([C:20]2[CH:25]=[CH:24][CH:23]=[CH:22][N:21]=2)=[CH:16][CH:15]=1)[NH:12][C:70](=[O:40])[C@@H:69]([NH:68][C:66]([O:65][CH3:64])=[O:67])[C@@H:74]([CH3:77])[CH2:75][CH3:76])[C:2]1[CH:7]=[CH:6][CH:5]=[CH:4][CH:3]=1. The yield is 0.760.